Dataset: Forward reaction prediction with 1.9M reactions from USPTO patents (1976-2016). Task: Predict the product of the given reaction. (1) Given the reactants Br[C:2]1[CH:3]=[N:4][CH:5]=[C:6]([Br:8])[CH:7]=1.[CH3:9][O:10][C:11]1[CH:16]=[CH:15][C:14](B(O)O)=[CH:13][CH:12]=1.C([O-])([O-])=O.[Na+].[Na+], predict the reaction product. The product is: [Br:8][C:6]1[CH:5]=[N:4][CH:3]=[C:2]([C:14]2[CH:15]=[CH:16][C:11]([O:10][CH3:9])=[CH:12][CH:13]=2)[CH:7]=1. (2) Given the reactants [CH2:1]([C:3]1[O:4][C:5]2[C:11]([OH:12])=[CH:10][CH:9]=[C:8]([C:13]([C:15]3[CH:20]=[CH:19][C:18]([O:21][CH3:22])=[CH:17][CH:16]=3)=[O:14])[C:6]=2[CH:7]=1)[CH3:2].[Br:23]Br, predict the reaction product. The product is: [Br:23][C:10]1[CH:9]=[C:8]([C:13]([C:15]2[CH:20]=[CH:19][C:18]([O:21][CH3:22])=[CH:17][CH:16]=2)=[O:14])[C:6]2[CH:7]=[C:3]([CH2:1][CH3:2])[O:4][C:5]=2[C:11]=1[OH:12]. (3) Given the reactants [CH:1]1([CH2:4][N:5]([C:14]2[C:15]([CH2:23][CH3:24])=[N:16][N:17]3[CH:22]=[CH:21][CH:20]=[CH:19][C:18]=23)[C:6]([CH:8]2[CH2:13][CH2:12][O:11][CH2:10][CH2:9]2)=O)[CH2:3][CH2:2]1.O.Cl, predict the reaction product. The product is: [CH:1]1([CH2:4][N:5]([C:14]2[C:15]([CH2:23][CH3:24])=[N:16][N:17]3[CH:22]=[CH:21][CH:20]=[CH:19][C:18]=23)[CH2:6][CH:8]2[CH2:13][CH2:12][O:11][CH2:10][CH2:9]2)[CH2:3][CH2:2]1. (4) The product is: [F:1][C:2]1[CH:3]=[CH:4][C:5]([C:8]2[C:13]([CH2:14][NH2:15])=[CH:12][N:11]=[CH:10][N:9]=2)=[CH:6][CH:7]=1. Given the reactants [F:1][C:2]1[CH:7]=[CH:6][C:5]([C:8]2[C:13]([C:14]#[N:15])=[CH:12][N:11]=[CH:10][N:9]=2)=[CH:4][CH:3]=1.[OH-].[NH4+].[H][H], predict the reaction product. (5) Given the reactants [C:1]([O:5][C:6]([N:8]([CH2:10][CH2:11][C:12]([OH:14])=O)[CH3:9])=[O:7])([CH3:4])([CH3:3])[CH3:2].C1C=CC2N(O)N=NC=2C=1.CCN=C=NCCCN(C)C.Cl.S(O)(O)(=O)=O.[CH3:42][N:43]1[C:47]([NH2:48])=[C:46]([NH2:49])[CH:45]=[N:44]1.C(N(CC)C(C)C)(C)C, predict the reaction product. The product is: [NH2:48][C:47]1[N:43]([CH3:42])[N:44]=[CH:45][C:46]=1[NH:49][C:12](=[O:14])[CH2:11][CH2:10][N:8]([CH3:9])[C:6](=[O:7])[O:5][C:1]([CH3:2])([CH3:3])[CH3:4]. (6) Given the reactants [CH3:1][O:2][C:3]1[CH:4]=[C:5]2[C:10](=[CH:11][C:12]=1[O:13][CH3:14])[N:9]=[CH:8][CH:7]=[C:6]2[O:15][C:16]1[C:22]([CH3:23])=[CH:21][C:19]([NH2:20])=[C:18]([CH3:24])[CH:17]=1.Cl[C:26](Cl)([O:28][C:29](=[O:35])OC(Cl)(Cl)Cl)Cl.[C:37]1([CH2:43][CH2:44]CO)[CH:42]=[CH:41][CH:40]=[CH:39][CH:38]=1.C(=O)(O)[O-].[Na+], predict the reaction product. The product is: [CH3:1][O:2][C:3]1[CH:4]=[C:5]2[C:10](=[CH:11][C:12]=1[O:13][CH3:14])[N:9]=[CH:8][CH:7]=[C:6]2[O:15][C:16]1[C:22]([CH3:23])=[CH:21][C:19]([NH:20][C:29](=[O:35])[O:28][CH2:26][CH2:44][CH2:43][C:37]2[CH:42]=[CH:41][CH:40]=[CH:39][CH:38]=2)=[C:18]([CH3:24])[CH:17]=1.